This data is from Reaction yield outcomes from USPTO patents with 853,638 reactions. The task is: Predict the reaction yield, written as a fraction of the theoretical maximum amount of product (1.0 means a 100% yield; for example, 0.34 means a 34% yield). (1) The reactants are C(Cl)(=O)C(Cl)=O.Cl.[CH2:8]([N:15]1[CH2:20][CH2:19][O:18][CH:17]([C:21]([OH:23])=O)[CH2:16]1)[C:9]1[CH:14]=[CH:13][CH:12]=[CH:11][CH:10]=1.[NH:24]([CH3:26])[CH3:25]. The catalyst is ClCCCl.CN(C)C=O. The product is [CH2:8]([N:15]1[CH2:20][CH2:19][O:18][CH:17]([C:21]([N:24]([CH3:26])[CH3:25])=[O:23])[CH2:16]1)[C:9]1[CH:14]=[CH:13][CH:12]=[CH:11][CH:10]=1. The yield is 0.834. (2) The reactants are S(=O)(=O)(O)O.[Cl:6][C:7]1[CH:12]=[C:11]([NH2:13])[CH:10]=[C:9]([Cl:14])[N:8]=1.[N+:15]([O-])([OH:17])=[O:16]. The product is [Cl:6][C:7]1[CH:12]=[C:11]([NH:13][N+:15]([O-:17])=[O:16])[CH:10]=[C:9]([Cl:14])[N:8]=1. No catalyst specified. The yield is 0.818. (3) The reactants are [C:1]([OH:13])(=O)[C:2]1[CH:11]=[CH:10][C:9]2[C:4](=[CH:5][CH:6]=[CH:7][CH:8]=2)[N:3]=1.C[N:15]1CC[O:18][CH2:17][CH2:16]1.C(OC(Cl)=O)C(C)C.C(CN)O. The catalyst is C(Cl)Cl. The product is [OH:18][CH2:17][CH2:16][NH:15][C:1]([C:2]1[CH:11]=[CH:10][C:9]2[C:4](=[CH:5][CH:6]=[CH:7][CH:8]=2)[N:3]=1)=[O:13]. The yield is 0.900. (4) The reactants are [Cl-].[Li+].C([Mg]Br)C.C(Br)[CH2:8][C@H:9]([CH2:11][CH2:12][CH:13]=[C:14](C)C)[CH3:10].CC(=CCC[C@H](C)CCCC)C.C[C:31]([CH3:33])=[O:32].[OH:34]S(O)(=O)=O.O=[Cr](=O)=O. The catalyst is C1COCC1.CC(C)=O.[Cu]Cl. The product is [CH3:8][C@H:9]([CH2:11][CH2:12][CH2:13][CH3:14])[CH2:10][CH2:33][C:31]([OH:34])=[O:32]. The yield is 0.590. (5) The catalyst is CO. The yield is 0.430. The reactants are C([NH:9][C:10](=[S:23])[NH:11][CH2:12][CH2:13][CH2:14][NH:15][C:16](=[O:22])[O:17][C:18]([CH3:21])([CH3:20])[CH3:19])(=O)C1C=CC=CC=1.[OH-].[Na+]. The product is [C:18]([O:17][C:16](=[O:22])[NH:15][CH2:14][CH2:13][CH2:12][NH:11][C:10]([NH2:9])=[S:23])([CH3:21])([CH3:19])[CH3:20]. (6) The reactants are Br[C:2]1[CH:3]=[C:4]2[C:8](=[C:9]([CH3:11])[CH:10]=1)[NH:7][CH:6]=[C:5]2[C:12]#[N:13].[H-].[Na+].C([Li])(CC)C.C1CCCCC1.Cl.[C:28](=O)(O)[O-:29].[Na+]. The catalyst is CN(C)C=O.O1CCCC1. The product is [CH:28]([C:2]1[CH:3]=[C:4]2[C:8](=[C:9]([CH3:11])[CH:10]=1)[NH:7][CH:6]=[C:5]2[C:12]#[N:13])=[O:29]. The yield is 0.140. (7) The reactants are [F:1][C:2]1[CH:7]=[C:6]([F:8])[CH:5]=[C:4]([F:9])[C:3]=1[CH3:10].S(=O)(=O)(O)O.[N+:16]([O-])([OH:18])=[O:17]. No catalyst specified. The product is [F:1][C:2]1[CH:7]=[C:6]([F:8])[C:5]([N+:16]([O-:18])=[O:17])=[C:4]([F:9])[C:3]=1[CH3:10]. The yield is 0.760. (8) The reactants are [N:1]1[N:5]2[CH2:6][CH2:7][CH2:8][N:9]([C:11]([O:13][CH2:14][C:15]3[CH:20]=[C:19]([C:21]([F:24])([F:23])[F:22])[CH:18]=[C:17]([C:25]([F:28])([F:27])[F:26])[CH:16]=3)=[O:12])[CH2:10][C:4]2=[CH:3][C:2]=1[C:29](OCC)=[O:30].[Li+].[BH4-]. The catalyst is C1COCC1. The product is [OH:30][CH2:29][C:2]1[CH:3]=[C:4]2[CH2:10][N:9]([C:11]([O:13][CH2:14][C:15]3[CH:16]=[C:17]([C:25]([F:26])([F:27])[F:28])[CH:18]=[C:19]([C:21]([F:24])([F:23])[F:22])[CH:20]=3)=[O:12])[CH2:8][CH2:7][CH2:6][N:5]2[N:1]=1. The yield is 0.750.